This data is from Catalyst prediction with 721,799 reactions and 888 catalyst types from USPTO. The task is: Predict which catalyst facilitates the given reaction. (1) Reactant: C1COCC1.[CH3:6][O:7][C:8]1[CH:13]=[CH:12][C:11]([NH:14][CH:15]([CH3:20])[C:16]([O:18]C)=[O:17])=[CH:10][CH:9]=1.[OH-].[Na+].Cl. Product: [CH3:6][O:7][C:8]1[CH:9]=[CH:10][C:11]([NH:14][CH:15]([CH3:20])[C:16]([OH:18])=[O:17])=[CH:12][CH:13]=1. The catalyst class is: 72. (2) Product: [OH:17][C:15]1[C:14]([I:18])=[CH:13][C:9]2[CH:10]([CH3:12])[CH2:11][NH:5][CH2:6][CH2:7][C:8]=2[CH:16]=1. Reactant: FC(F)(F)C([N:5]1[CH2:11][CH:10]([CH3:12])[C:9]2[CH:13]=[C:14]([I:18])[C:15]([OH:17])=[CH:16][C:8]=2[CH2:7][CH2:6]1)=O.[OH-].[Na+]. The catalyst class is: 24. (3) Reactant: [F:1][C:2]1[CH:3]=[C:4]([CH:6]=[CH:7][C:8]=1[CH3:9])[NH2:5].Cl[CH2:11][CH2:12][C:13](Cl)=[O:14].C([O-])([O-])=O.[K+].[K+].[Al+3].[Cl-].[Cl-].[Cl-].Cl. Product: [F:1][C:2]1[CH:3]=[C:4]2[C:6]([CH2:11][CH2:12][C:13](=[O:14])[NH:5]2)=[CH:7][C:8]=1[CH3:9]. The catalyst class is: 23. (4) Reactant: CC1(C)[O:7][C:6](=[O:8])[CH:5]([CH2:9][C:10]2[CH:15]=[CH:14][CH:13]=[C:12]([C:16]([F:19])([F:18])[F:17])[CH:11]=2)[C:4](=[O:20])[O:3]1. Product: [F:17][C:16]([F:18])([F:19])[C:12]1[CH:11]=[C:10]([CH:15]=[CH:14][CH:13]=1)[CH2:9][CH:5]([C:6]([OH:8])=[O:7])[C:4]([OH:20])=[O:3]. The catalyst class is: 74. (5) Reactant: [CH3:1][C:2]1[N:3]([C:8]2[N:13]=[CH:12][C:11]([C@@H:14]([OH:29])[CH2:15][NH:16][CH2:17][C@H:18]3[CH2:27][CH2:26][C:25]4[C:20](=[CH:21][CH:22]=[C:23]([I:28])[CH:24]=4)[O:19]3)=[CH:10][CH:9]=2)[C:4]([CH3:7])=[CH:5][CH:6]=1.[C:30](O[C:30]([O:32][C:33]([CH3:36])([CH3:35])[CH3:34])=[O:31])([O:32][C:33]([CH3:36])([CH3:35])[CH3:34])=[O:31]. Product: [CH3:1][C:2]1[N:3]([C:8]2[N:13]=[CH:12][C:11]([C@@H:14]([OH:29])[CH2:15][N:16]([CH2:17][C@H:18]3[CH2:27][CH2:26][C:25]4[C:20](=[CH:21][CH:22]=[C:23]([I:28])[CH:24]=4)[O:19]3)[C:30](=[O:31])[O:32][C:33]([CH3:36])([CH3:35])[CH3:34])=[CH:10][CH:9]=2)[C:4]([CH3:7])=[CH:5][CH:6]=1. The catalyst class is: 1. (6) Reactant: [Si:1]([O:18][CH2:19][C:20]([F:24])([CH3:23])[CH2:21][OH:22])([C:14]([CH3:17])([CH3:16])[CH3:15])([C:8]1[CH:13]=[CH:12][CH:11]=[CH:10][CH:9]=1)[C:2]1[CH:7]=[CH:6][CH:5]=[CH:4][CH:3]=1.[F:25][C:26]([F:39])([F:38])[S:27](O[S:27]([C:26]([F:39])([F:38])[F:25])(=[O:29])=[O:28])(=[O:29])=[O:28]. Product: [F:25][C:26]([F:39])([F:38])[S:27]([O:22][CH2:21][C:20]([F:24])([CH3:23])[CH2:19][O:18][Si:1]([C:14]([CH3:17])([CH3:15])[CH3:16])([C:8]1[CH:13]=[CH:12][CH:11]=[CH:10][CH:9]=1)[C:2]1[CH:3]=[CH:4][CH:5]=[CH:6][CH:7]=1)(=[O:29])=[O:28]. The catalyst class is: 4.